From a dataset of Reaction yield outcomes from USPTO patents with 853,638 reactions. Predict the reaction yield, written as a fraction of the theoretical maximum amount of product (1.0 means a 100% yield; for example, 0.34 means a 34% yield). (1) The reactants are [F:1][C:2]1[CH:10]=[CH:9][C:8]([CH2:11][C:12]2[C:21]3[CH2:20][CH2:19][CH2:18][CH2:17][C:16]=3[C:15](=[O:22])[NH:14][N:13]=2)=[CH:7][C:3]=1[C:4](O)=[O:5].[NH:23]1[CH2:33][CH2:32][CH:26]([C:27]([O:29][CH2:30][CH3:31])=[O:28])[CH2:25][CH2:24]1.C(N(CC)CC)C.F[P-](F)(F)(F)(F)F.N1(OC(N(C)C)=[N+](C)C)C2C=CC=CC=2N=N1.Cl. The catalyst is CN(C)C(=O)C.C(Cl)Cl.O. The product is [F:1][C:2]1[CH:10]=[CH:9][C:8]([CH2:11][C:12]2[C:21]3[CH2:20][CH2:19][CH2:18][CH2:17][C:16]=3[C:15](=[O:22])[NH:14][N:13]=2)=[CH:7][C:3]=1[C:4]([N:23]1[CH2:24][CH2:25][CH:26]([C:27]([O:29][CH2:30][CH3:31])=[O:28])[CH2:32][CH2:33]1)=[O:5]. The yield is 0.434. (2) The reactants are [N:1]1[CH:6]=[CH:5][N:4]=[CH:3][C:2]=1[C:7](=[S:9])[NH2:8].Br[CH:11]([CH:17]([CH3:19])[CH3:18])[C:12](OCC)=[O:13].N1C=CC=CC=1. The catalyst is C(O)C. The product is [CH:17]([C:11]1[S:9][C:7]([C:2]2[CH:3]=[N:4][CH:5]=[CH:6][N:1]=2)=[N:8][C:12]=1[OH:13])([CH3:19])[CH3:18]. The yield is 0.160. (3) The reactants are [Br:1][C:2]1[CH:3]=[C:4]([C:15]([O:17]C)=[O:16])[C:5]2[C:6]([F:14])=[CH:7][N:8]([CH:11]([CH3:13])[CH3:12])[C:9]=2[CH:10]=1.[OH-].[Li+].O.[Al]. The catalyst is O1CCCC1.CO. The product is [Br:1][C:2]1[CH:3]=[C:4]([C:15]([OH:17])=[O:16])[C:5]2[C:6]([F:14])=[CH:7][N:8]([CH:11]([CH3:12])[CH3:13])[C:9]=2[CH:10]=1. The yield is 0.760.